From a dataset of Reaction yield outcomes from USPTO patents with 853,638 reactions. Predict the reaction yield, written as a fraction of the theoretical maximum amount of product (1.0 means a 100% yield; for example, 0.34 means a 34% yield). (1) The reactants are C[O:2][C:3](=[O:30])[C:4]1[CH:9]=[CH:8][C:7](/[CH:10]=[CH:11]/[C:12]2[C:21]([CH2:22][CH2:23][CH2:24][OH:25])=[CH:20][C:19]3[C:18]([CH3:27])([CH3:26])[CH2:17][CH2:16][C:15]([CH3:29])([CH3:28])[C:14]=3[CH:13]=2)=[CH:6][CH:5]=1.[Li+].[OH-].Cl. The catalyst is CO.C(OCC)C. The product is [OH:25][CH2:24][CH2:23][CH2:22][C:21]1[C:12](/[CH:11]=[CH:10]/[C:7]2[CH:8]=[CH:9][C:4]([C:3]([OH:30])=[O:2])=[CH:5][CH:6]=2)=[CH:13][C:14]2[C:15]([CH3:29])([CH3:28])[CH2:16][CH2:17][C:18]([CH3:26])([CH3:27])[C:19]=2[CH:20]=1. The yield is 0.760. (2) The reactants are [CH:1]1([CH2:6][N:7]([CH2:30][CH:31]2[CH2:35][CH2:34][CH2:33][CH2:32]2)[C@H:8]2[C@H:13]([C:14]3[CH:19]=[CH:18][C:17]([C:20]([F:23])([F:22])[F:21])=[CH:16][CH:15]=3)[O:12][C@H:11]([CH2:24][C:25]([O:27]CC)=[O:26])[CH2:10][CH2:9]2)[CH2:5][CH2:4][CH2:3][CH2:2]1.CO.[OH-].[Na+].Cl. The catalyst is C1COCC1. The product is [CH:31]1([CH2:30][N:7]([CH2:6][CH:1]2[CH2:2][CH2:3][CH2:4][CH2:5]2)[C@H:8]2[C@H:13]([C:14]3[CH:15]=[CH:16][C:17]([C:20]([F:22])([F:23])[F:21])=[CH:18][CH:19]=3)[O:12][C@H:11]([CH2:24][C:25]([OH:27])=[O:26])[CH2:10][CH2:9]2)[CH2:32][CH2:33][CH2:34][CH2:35]1. The yield is 0.830. (3) The reactants are [F:1][C:2]1[CH:7]=[C:6]([F:8])[C:5]([CH3:9])=[CH:4][C:3]=1[OH:10].N1C=CN=C1.[CH3:16][CH:17]([Si:19](Cl)([CH:23]([CH3:25])[CH3:24])[CH:20]([CH3:22])[CH3:21])[CH3:18].O. The catalyst is CN(C=O)C. The product is [F:1][C:2]1[CH:7]=[C:6]([F:8])[C:5]([CH3:9])=[CH:4][C:3]=1[O:10][Si:19]([CH:23]([CH3:25])[CH3:24])([CH:20]([CH3:22])[CH3:21])[CH:17]([CH3:18])[CH3:16]. The yield is 0.800. (4) The catalyst is CN(C)C=O.[Cu]I. The product is [CH2:9]([O:8][C:6](=[O:7])[C:5]([CH2:21][CH3:22])([C:3]#[N:4])[C:14]1[CH:15]=[CH:16][CH:17]=[CH:18][C:13]=1[CH2:11][CH3:12])[CH3:10]. The yield is 0.500. The reactants are [H-].[Na+].[C:3]([CH2:5][C:6]([O:8][CH2:9][CH3:10])=[O:7])#[N:4].[CH2:11]([C:13]1[CH:18]=[CH:17][CH:16]=[CH:15][C:14]=1I)[CH3:12].Cl.[CH2:21](OCC)[CH3:22]. (5) The reactants are C(N(CC)CC)C.[C:19]([O:18][C:16](O[C:16]([O:18][C:19]([CH3:22])([CH3:21])[CH3:20])=[O:17])=[O:17])([CH3:22])([CH3:21])[CH3:20].[CH3:23][NH:24][CH:25]1[CH2:30][CH2:29][N:28]([C:31]2[C:35]3=[N:36][CH:37]=[CH:38][CH:39]=[C:34]3[NH:33][CH:32]=2)[CH2:27][CH2:26]1. The catalyst is ClCCl. The product is [CH3:23][N:24]([CH:25]1[CH2:30][CH2:29][N:28]([C:31]2[C:35]3=[N:36][CH:37]=[CH:38][CH:39]=[C:34]3[NH:33][CH:32]=2)[CH2:27][CH2:26]1)[C:16](=[O:17])[O:18][C:19]([CH3:20])([CH3:21])[CH3:22]. The yield is 0.250. (6) The reactants are [CH2:1]([O:8][C:9]1[CH:10]=[CH:11][C:12]([Br:16])=[C:13]([OH:15])[CH:14]=1)[C:2]1[CH:7]=[CH:6][CH:5]=[CH:4][CH:3]=1.C(=O)([O-])[O-].[K+].[K+].Br[CH2:24][C:25]([CH3:27])=[CH2:26]. The catalyst is CN(C=O)C. The product is [CH2:1]([O:8][C:9]1[CH:10]=[CH:11][C:12]([Br:16])=[C:13]([O:15][CH2:26][C:25]([CH3:27])=[CH2:24])[CH:14]=1)[C:2]1[CH:3]=[CH:4][CH:5]=[CH:6][CH:7]=1. The yield is 0.940. (7) The product is [ClH:1].[CH2:3]([O:5][C:6]1[C:15]([I:35])=[C:14]2[C:9]([C:10]([CH2:17][C:18]3[CH:23]=[C:22]([O:24][CH3:25])[C:21]([O:26][CH3:27])=[C:20]([O:28][CH3:29])[CH:19]=3)=[CH:11][N:12]=[CH:13]2)=[CH:8][CH:7]=1)[CH3:4]. The reactants are [ClH:1].Cl.[CH2:3]([O:5][C:6]1[C:15](N)=[C:14]2[C:9]([C:10]([CH2:17][C:18]3[CH:23]=[C:22]([O:24][CH3:25])[C:21]([O:26][CH3:27])=[C:20]([O:28][CH3:29])[CH:19]=3)=[CH:11][N:12]=[CH:13]2)=[CH:8][CH:7]=1)[CH3:4].Cl.N([O-])=O.[Na+].[I:35]I.C([O-])(O)=O.[Na+]. The yield is 0.0800. The catalyst is O.C(Cl)Cl.CC(O)=O. (8) The reactants are C([O:8][C:9]1[CH:10]=[CH:11][C:12]([C@@H:20]([OH:48])[CH2:21][NH:22][CH:23]([CH3:47])[CH2:24][C:25]2[CH:26]=[C:27]([NH:31][C:32]([NH:34][C:35]3[CH:40]=[CH:39][CH:38]=[CH:37][C:36]=3[C:41]3[CH:46]=[CH:45][CH:44]=[CH:43][CH:42]=3)=[O:33])[CH:28]=[CH:29][CH:30]=2)=[C:13]2[C:18]=1[NH:17][C:16](=[O:19])[CH:15]=[CH:14]2)C1C=CC=CC=1. The catalyst is [Pd]. The product is [C:36]1([C:41]2[CH:46]=[CH:45][CH:44]=[CH:43][CH:42]=2)[CH:37]=[CH:38][CH:39]=[CH:40][C:35]=1[NH:34][C:32]([NH:31][C:27]1[CH:28]=[CH:29][CH:30]=[C:25]([CH2:24][CH:23]([NH:22][CH2:21][C@H:20]([OH:48])[C:12]2[CH:11]=[CH:10][C:9]([OH:8])=[C:18]3[C:13]=2[CH:14]=[CH:15][C:16](=[O:19])[NH:17]3)[CH3:47])[CH:26]=1)=[O:33]. The yield is 0.510. (9) The reactants are Cl[C:2]1[N:7]([CH3:8])[C:6](=[O:9])[C:5]([O:10][CH3:11])=[CH:4][N:3]=1.[Cl:12][C:13]1[CH:18]=[CH:17][C:16](B(O)O)=[CH:15][C:14]=1[C:22]([F:25])([F:24])[F:23].C([O-])([O-])=O.[Cs+].[Cs+]. The catalyst is C1COCC1.O.ClCCl.[Pd](Cl)Cl.C1(P(C2C=CC=CC=2)[C-]2C=CC=C2)C=CC=CC=1.[C-]1(P(C2C=CC=CC=2)C2C=CC=CC=2)C=CC=C1.[Fe+2]. The product is [Cl:12][C:13]1[CH:18]=[CH:17][C:16]([C:2]2[N:7]([CH3:8])[C:6](=[O:9])[C:5]([O:10][CH3:11])=[CH:4][N:3]=2)=[CH:15][C:14]=1[C:22]([F:23])([F:24])[F:25]. The yield is 0.680.